Dataset: Catalyst prediction with 721,799 reactions and 888 catalyst types from USPTO. Task: Predict which catalyst facilitates the given reaction. Reactant: [C:1]1([C:7]2[N:12]=[C:11]([C:13]3[CH:18]=[CH:17][CH:16]=[CH:15][CH:14]=3)[N:10]=[C:9]([C:19]3[C:31]4[C:30]5[C:25](=[CH:26][CH:27]=[CH:28][CH:29]=5)[C:24]5([C:43]6[C:42](OC)=[CH:41][CH:40]=[C:39]([C:46]7[N:51]=[C:50]([C:52]8[CH:57]=[CH:56][CH:55]=[CH:54][CH:53]=8)[N:49]=[C:48]([C:58]8[CH:63]=[CH:62][CH:61]=[CH:60][CH:59]=8)[N:47]=7)[C:38]=6[C:37]6[C:32]5=[CH:33][CH:34]=[CH:35][CH:36]=6)[C:23]=4[C:22](OC)=[CH:21][CH:20]=3)[N:8]=2)[CH:6]=[CH:5][CH:4]=[CH:3][CH:2]=1.C1(N2C(Cl)=NN=N2)C=CC=CC=1.C([O-])([O-])=O.[K+].[K+]. Product: [C:58]1([C:48]2[N:49]=[C:50]([C:52]3[CH:53]=[CH:54][CH:55]=[CH:56][CH:57]=3)[N:51]=[C:46]([C:39]3[C:38]4[C:37]5[C:32](=[CH:33][CH:34]=[CH:35][CH:36]=5)[C:24]5([C:23]6[CH:22]=[CH:21][CH:20]=[C:19]([C:9]7[N:8]=[C:7]([C:1]8[CH:2]=[CH:3][CH:4]=[CH:5][CH:6]=8)[N:12]=[C:11]([C:13]8[CH:14]=[CH:15][CH:16]=[CH:17][CH:18]=8)[N:10]=7)[C:31]=6[C:30]6[C:25]5=[CH:26][CH:27]=[CH:28][CH:29]=6)[C:43]=4[CH:42]=[CH:41][CH:40]=3)[N:47]=2)[CH:63]=[CH:62][CH:61]=[CH:60][CH:59]=1. The catalyst class is: 21.